From a dataset of Full USPTO retrosynthesis dataset with 1.9M reactions from patents (1976-2016). Predict the reactants needed to synthesize the given product. (1) The reactants are: [F:1][C:2]([F:30])([F:29])[C:3]1[CH:28]=[CH:27][C:6]([O:7][CH2:8][C:9]2[NH:13][C:12]3[CH:14]=[CH:15][C:16]([C:18]4[CH:23]=[CH:22][CH:21]=[CH:20][C:19]=4[C:24](=[O:26])[CH3:25])=[CH:17][C:11]=3[N:10]=2)=[CH:5][CH:4]=1.FC(F)(F)S(O[Si:37]([C:40]([CH3:43])([CH3:42])[CH3:41])([CH3:39])[CH3:38])(=O)=O.C(N(CC)CC)C. Given the product [C:40]([Si:37]([CH3:39])([CH3:38])[O:26][C:24]([C:19]1[CH:20]=[CH:21][CH:22]=[CH:23][C:18]=1[C:16]1[CH:15]=[CH:14][C:12]2[NH:13][C:9]([CH2:8][O:7][C:6]3[CH:27]=[CH:28][C:3]([C:2]([F:1])([F:29])[F:30])=[CH:4][CH:5]=3)=[N:10][C:11]=2[CH:17]=1)=[CH2:25])([CH3:43])([CH3:42])[CH3:41], predict the reactants needed to synthesize it. (2) Given the product [CH3:13][C:10]([C:7]1[CH:6]=[CH:5][C:4]([OH:3])=[CH:9][CH:8]=1)([CH3:11])[CH3:12], predict the reactants needed to synthesize it. The reactants are: [OH-].[Na+].[OH:3][C:4]1[CH:9]=[CH:8][C:7]([C:10]([C:13]2C=CC(O)=CC=2)([CH3:12])[CH3:11])=[CH:6][CH:5]=1. (3) Given the product [CH3:9][O:10][C:11]([C:13]1[CH:14]=[C:15]([CH3:39])[C:16]2[O:22][C:21]3[C:23]([Cl:35])=[CH:24][C:25]([N:27]4[CH2:28][CH2:29][N:8]([CH2:1][C:2]5[CH:7]=[CH:6][CH:5]=[CH:4][CH:3]=5)[CH2:32][C:31]4=[O:34])=[CH:26][C:20]=3[CH2:19][S:18](=[O:36])(=[O:37])[C:17]=2[CH:38]=1)=[O:12], predict the reactants needed to synthesize it. The reactants are: [CH2:1]([NH2:8])[C:2]1[CH:7]=[CH:6][CH:5]=[CH:4][CH:3]=1.[CH3:9][O:10][C:11]([C:13]1[CH:14]=[C:15]([CH3:39])[C:16]2[O:22][C:21]3[C:23]([Cl:35])=[CH:24][C:25]([N:27]([C:31](=[O:34])[CH2:32]Cl)[CH2:28][CH2:29]Cl)=[CH:26][C:20]=3[CH2:19][S:18](=[O:37])(=[O:36])[C:17]=2[CH:38]=1)=[O:12]. (4) Given the product [C:14]([C:13]1[C:8]([N:1]2[CH2:6][CH2:5][NH:4][CH2:3][CH2:2]2)=[N:9][CH:10]=[CH:11][CH:12]=1)#[N:15], predict the reactants needed to synthesize it. The reactants are: [NH:1]1[CH2:6][CH2:5][NH:4][CH2:3][CH2:2]1.Cl[C:8]1[C:13]([C:14]#[N:15])=[CH:12][CH:11]=[CH:10][N:9]=1. (5) Given the product [CH3:9][O:10][CH2:11][CH2:12][NH:7][C:3]1[CH:4]=[CH:5][CH:6]=[C:1]([NH2:8])[CH:2]=1, predict the reactants needed to synthesize it. The reactants are: [C:1]1([NH2:8])[CH:6]=[CH:5][CH:4]=[C:3]([NH2:7])[CH:2]=1.[CH3:9][O:10][CH2:11][CH2:12]Cl.C(=O)([O-])[O-].[Na+].[Na+]. (6) Given the product [CH2:1]([O:3][C:4]1[C:9]2[C:10](=[N:20][OH:21])[CH2:11][O:12][C:8]=2[CH:7]=[CH:6][CH:5]=1)[CH3:2], predict the reactants needed to synthesize it. The reactants are: [CH2:1]([O:3][C:4]1[C:9]2[C:10](=O)[CH2:11][O:12][C:8]=2[CH:7]=[CH:6][CH:5]=1)[CH3:2].C([O-])(=O)C.[Na+].Cl.[NH2:20][OH:21]. (7) Given the product [Cl:20][C:21]1[CH:26]=[CH:25][N:24]=[C:23]([CH2:27][NH:28][C:29]2[O:30][C:31]3[C:37]([O:38][CH3:39])=[CH:36][C:35]([C:40]([N:42]4[CH2:47][CH:46]([CH3:48])[NH:45][C:44](=[O:49])[CH:43]4[CH2:50][C:51]#[N:53])=[O:41])=[CH:34][C:32]=3[N:33]=2)[CH:22]=1, predict the reactants needed to synthesize it. The reactants are: N1C=CC=CC=1.FC(F)(F)C(OC(=O)C(F)(F)F)=O.[Cl:20][C:21]1[CH:26]=[CH:25][N:24]=[C:23]([CH2:27][NH:28][C:29]2[O:30][C:31]3[C:37]([O:38][CH3:39])=[CH:36][C:35]([C:40]([N:42]4[CH2:47][CH:46]([CH3:48])[NH:45][C:44](=[O:49])[CH:43]4[CH2:50][C:51]([NH2:53])=O)=[O:41])=[CH:34][C:32]=3[N:33]=2)[CH:22]=1.ClCCl.